This data is from Reaction yield outcomes from USPTO patents with 853,638 reactions. The task is: Predict the reaction yield, written as a fraction of the theoretical maximum amount of product (1.0 means a 100% yield; for example, 0.34 means a 34% yield). (1) The reactants are [C:1]([C:3]1[C:12]2[C:7](=[CH:8][CH:9]=[CH:10][CH:11]=2)[C:6]([NH:13][C@H:14]2[CH2:19][CH2:18][C@H:17](OS(C)(=O)=O)[CH2:16][CH2:15]2)=[CH:5][CH:4]=1)#[N:2].CC(C)([O-])C.[K+].[Cl:31]CCl. The catalyst is CN(C=O)C.C1(C)C=CC=CC=1. The product is [ClH:31].[CH:17]12[N:13]([C:6]3[C:7]4[C:12](=[CH:11][CH:10]=[CH:9][CH:8]=4)[C:3]([C:1]#[N:2])=[CH:4][CH:5]=3)[CH:14]([CH2:19][CH2:18]1)[CH2:15][CH2:16]2. The yield is 0.730. (2) The reactants are [CH:1]1([Mg]Br)[CH2:4][CH2:3][CH2:2]1.Br[C:8]1[CH:17]=[CH:16][C:11]([C:12]([O:14][CH3:15])=[O:13])=[C:10]([CH2:18][CH3:19])[CH:9]=1. The catalyst is C1COCC1.[Zn+2].[Br-].[Br-].C1C=CC(P(C2C=CC=CC=2)[C-]2C=CC=C2)=CC=1.C1C=CC(P(C2C=CC=CC=2)[C-]2C=CC=C2)=CC=1.Cl[Pd]Cl.[Fe+2]. The product is [CH:1]1([C:8]2[CH:17]=[CH:16][C:11]([C:12]([O:14][CH3:15])=[O:13])=[C:10]([CH2:18][CH3:19])[CH:9]=2)[CH2:4][CH2:3][CH2:2]1. The yield is 0.990. (3) The reactants are [Cl:1][C:2]1[CH:7]=[C:6]([N+:8]([O-])=O)[CH:5]=[C:4]([Cl:11])[C:3]=1[CH:12]1[CH2:14][CH2:13]1.O.[Cl-].[NH4+].C(=O)([O-])[O-].[Na+].[Na+]. The catalyst is CO.[Fe].C(OCC)(=O)C. The product is [Cl:1][C:2]1[CH:7]=[C:6]([CH:5]=[C:4]([Cl:11])[C:3]=1[CH:12]1[CH2:13][CH2:14]1)[NH2:8]. The yield is 0.910. (4) The reactants are [CH3:1][C:2]1[O:6][N:5]=[C:4]([C:7]2[CH:12]=[CH:11][CH:10]=[CH:9][CH:8]=2)[C:3]=1[C:13]([NH:15][NH2:16])=[O:14].[CH3:17][S:18]([C:21]1[CH:29]=[CH:28][C:24]([C:25](O)=O)=[CH:23][CH:22]=1)(=[O:20])=[O:19]. No catalyst specified. The product is [CH3:17][S:18]([C:21]1[CH:29]=[CH:28][C:24]([C:25]2[O:14][C:13]([C:3]3[C:4]([C:7]4[CH:12]=[CH:11][CH:10]=[CH:9][CH:8]=4)=[N:5][O:6][C:2]=3[CH3:1])=[N:15][N:16]=2)=[CH:23][CH:22]=1)(=[O:19])=[O:20]. The yield is 0.100. (5) The reactants are [C:1]([O:5][C:6]([N:8]1[CH2:16][C:15]2[C:10](=[CH:11][CH:12]=[C:13](B3OC(C)(C)C(C)(C)O3)[CH:14]=2)[CH2:9]1)=[O:7])([CH3:4])([CH3:3])[CH3:2].[F-].[K+].Cl[C:29]1[CH:34]=[CH:33][N:32]=[C:31]([CH3:35])[CH:30]=1. The catalyst is O1CCOCC1. The product is [C:1]([O:5][C:6]([N:8]1[CH2:16][C:15]2[C:10](=[CH:11][CH:12]=[C:13]([C:29]3[CH:34]=[CH:33][N:32]=[C:31]([CH3:35])[CH:30]=3)[CH:14]=2)[CH2:9]1)=[O:7])([CH3:2])([CH3:3])[CH3:4]. The yield is 0.690. (6) The reactants are [C:1]([C:5]1[CH:9]=[C:8]([NH2:10])[N:7]([CH3:11])[N:6]=1)([CH3:4])([CH3:3])[CH3:2].C([O-])([O-])=O.[K+].[K+].Cl[C:19]([O:21][C:22]1[CH:27]=[CH:26][CH:25]=[CH:24][CH:23]=1)=[O:20]. The catalyst is C1COCC1. The product is [C:1]([C:5]1[CH:9]=[C:8]([NH:10][C:19](=[O:20])[O:21][C:22]2[CH:27]=[CH:26][CH:25]=[CH:24][CH:23]=2)[N:7]([CH3:11])[N:6]=1)([CH3:4])([CH3:2])[CH3:3]. The yield is 0.310. (7) The reactants are C1(P(C2C=CC=CC=2)C2C=CC=CC=2)C=CC=CC=1.BrN1C(=O)CCC1=O.[Cl:28][C:29]1[CH:30]=[C:31]([CH:39]([CH2:43][CH:44]2[CH2:48][CH2:47][CH2:46][CH2:45]2)[C:40]([OH:42])=O)[CH:32]=[CH:33][C:34]=1[S:35]([CH3:38])(=[O:37])=[O:36].[NH2:49][C:50]1[CH:55]=[CH:54][CH:53]=[CH:52][N:51]=1.N1C=CC=CC=1. The catalyst is C(Cl)Cl.O. The product is [Cl:28][C:29]1[CH:30]=[C:31]([CH:39]([CH2:43][CH:44]2[CH2:48][CH2:47][CH2:46][CH2:45]2)[C:40]([NH:49][C:50]2[CH:55]=[CH:54][CH:53]=[CH:52][N:51]=2)=[O:42])[CH:32]=[CH:33][C:34]=1[S:35]([CH3:38])(=[O:36])=[O:37]. The yield is 0.850. (8) The reactants are [N+:1]([C:4]1[CH2:10][C:9](=[N:11][CH2:12][C:13]2[CH:18]=[CH:17][C:16]([F:19])=[CH:15][CH:14]=2)[CH:8]=[CH:7][C:5]=1[NH2:6])([O-])=O.N#N. The catalyst is C1COCC1.[Pd]. The product is [NH2:1][C:4]1[CH2:10][C:9](=[N:11][CH2:12][C:13]2[CH:14]=[CH:15][C:16]([F:19])=[CH:17][CH:18]=2)[CH:8]=[CH:7][C:5]=1[NH2:6]. The yield is 0.996.